Dataset: Peptide-MHC class I binding affinity with 185,985 pairs from IEDB/IMGT. Task: Regression. Given a peptide amino acid sequence and an MHC pseudo amino acid sequence, predict their binding affinity value. This is MHC class I binding data. (1) The MHC is HLA-A02:01 with pseudo-sequence HLA-A02:01. The peptide sequence is MMATIGIAL. The binding affinity (normalized) is 0.848. (2) The peptide sequence is STLFYVSSIFL. The MHC is H-2-Kb with pseudo-sequence H-2-Kb. The binding affinity (normalized) is 0.557. (3) The peptide sequence is YALYGMWPLL. The MHC is Patr-B0101 with pseudo-sequence Patr-B0101. The binding affinity (normalized) is 0.282. (4) The peptide sequence is VYVPSALNPA. The MHC is Patr-A0301 with pseudo-sequence Patr-A0301. The binding affinity (normalized) is 0. (5) The peptide sequence is QASQEVKNW. The MHC is HLA-B51:01 with pseudo-sequence HLA-B51:01. The binding affinity (normalized) is 0.0521.